From a dataset of NCI-60 drug combinations with 297,098 pairs across 59 cell lines. Regression. Given two drug SMILES strings and cell line genomic features, predict the synergy score measuring deviation from expected non-interaction effect. (1) Drug 1: CC1=C2C(C(=O)C3(C(CC4C(C3C(C(C2(C)C)(CC1OC(=O)C(C(C5=CC=CC=C5)NC(=O)C6=CC=CC=C6)O)O)OC(=O)C7=CC=CC=C7)(CO4)OC(=O)C)O)C)OC(=O)C. Drug 2: C1=NNC2=C1C(=O)NC=N2. Cell line: M14. Synergy scores: CSS=26.6, Synergy_ZIP=-7.17, Synergy_Bliss=-8.74, Synergy_Loewe=-34.0, Synergy_HSA=-11.6. (2) Drug 1: C(=O)(N)NO. Drug 2: COC1=NC(=NC2=C1N=CN2C3C(C(C(O3)CO)O)O)N. Cell line: OVCAR-5. Synergy scores: CSS=-2.03, Synergy_ZIP=2.22, Synergy_Bliss=3.59, Synergy_Loewe=0.389, Synergy_HSA=0.944. (3) Drug 1: C1CCC(CC1)NC(=O)N(CCCl)N=O. Drug 2: CN(C)N=NC1=C(NC=N1)C(=O)N. Cell line: A549. Synergy scores: CSS=2.36, Synergy_ZIP=-4.66, Synergy_Bliss=0.0865, Synergy_Loewe=-10.5, Synergy_HSA=-1.40. (4) Drug 1: CC12CCC(CC1=CCC3C2CCC4(C3CC=C4C5=CN=CC=C5)C)O. Drug 2: CC1=C2C(C(=O)C3(C(CC4C(C3C(C(C2(C)C)(CC1OC(=O)C(C(C5=CC=CC=C5)NC(=O)OC(C)(C)C)O)O)OC(=O)C6=CC=CC=C6)(CO4)OC(=O)C)OC)C)OC. Cell line: TK-10. Synergy scores: CSS=57.1, Synergy_ZIP=4.42, Synergy_Bliss=9.10, Synergy_Loewe=-8.82, Synergy_HSA=9.37.